From a dataset of Forward reaction prediction with 1.9M reactions from USPTO patents (1976-2016). Predict the product of the given reaction. (1) Given the reactants Cl[C:2]1[N:6]([CH3:7])[N:5]=[CH:4][C:3]=1[N+:8]([O-:10])=[O:9].[O:11]1[CH2:16][CH:15]=[C:14](B2OC(C)(C)C(C)(C)O2)[CH2:13][CH2:12]1, predict the reaction product. The product is: [O:11]1[CH2:12][CH:13]=[C:14]([C:2]2[N:6]([CH3:7])[N:5]=[CH:4][C:3]=2[N+:8]([O-:10])=[O:9])[CH2:15][CH2:16]1. (2) Given the reactants [N+:1]([C:4]1[CH:5]=[CH:6][C:7]2[CH2:13][CH2:12][C:11](=[O:14])[CH2:10][CH2:9][C:8]=2[CH:15]=1)([O-])=O.[H][H], predict the reaction product. The product is: [NH2:1][C:4]1[CH:5]=[CH:6][C:7]2[CH2:13][CH2:12][C:11](=[O:14])[CH2:10][CH2:9][C:8]=2[CH:15]=1. (3) Given the reactants [CH:1]1[CH:2]=[CH:3][C:4]2[N:15]([C:16]([NH2:18])=[O:17])[C:14]3[CH:13]=[CH:12][CH:11]=[CH:10][C:9]=3[C@@H:8]([OH:19])[CH2:7][C:5]=2[CH:6]=1.N1C=CC=CC=1.CN(C1C=CC=CN=1)C.[C:35](Cl)(=[O:37])[CH3:36], predict the reaction product. The product is: [CH3:36][C:35]([O:19][C@@H:8]1[C:9]2[CH:10]=[CH:11][CH:12]=[CH:13][C:14]=2[N:15]([C:16]([NH2:18])=[O:17])[C:4]2[CH:3]=[CH:2][CH:1]=[CH:6][C:5]=2[CH2:7]1)=[O:37]. (4) Given the reactants [CH3:1][O:2][C:3]1[CH:9]=[CH:8][C:6]([NH2:7])=[CH:5][CH:4]=1.Cl[CH2:11][C:12]([N:14]1[CH2:19][CH2:18][CH:17]([CH2:20][C:21]2[CH:26]=[CH:25][C:24]([F:27])=[CH:23][CH:22]=2)[CH2:16][CH2:15]1)=[O:13].C(OC(C)C)(C)C, predict the reaction product. The product is: [F:27][C:24]1[CH:25]=[CH:26][C:21]([CH2:20][CH:17]2[CH2:18][CH2:19][N:14]([C:12](=[O:13])[CH2:11][NH:7][C:6]3[CH:8]=[CH:9][C:3]([O:2][CH3:1])=[CH:4][CH:5]=3)[CH2:15][CH2:16]2)=[CH:22][CH:23]=1. (5) Given the reactants [C:1]([C:3]1[CH:4]=[C:5]([CH:35]=[CH:36][CH:37]=1)[C:6]([NH:8][C:9]1[C:10]([CH3:34])=[C:11]2[C:17]([C@@H:18]3[CH2:23][CH2:22][N:21](C(OC(C)(C)C)=O)[C:20]([CH3:32])([CH3:31])[CH2:19]3)=[CH:16][N:15]([CH3:33])[C:12]2=[N:13][CH:14]=1)=[O:7])#[N:2].[ClH:38], predict the reaction product. The product is: [ClH:38].[C:1]([C:3]1[CH:4]=[C:5]([CH:35]=[CH:36][CH:37]=1)[C:6]([NH:8][C:9]1[C:10]([CH3:34])=[C:11]2[C:17]([C@@H:18]3[CH2:23][CH2:22][NH:21][C:20]([CH3:32])([CH3:31])[CH2:19]3)=[CH:16][N:15]([CH3:33])[C:12]2=[N:13][CH:14]=1)=[O:7])#[N:2]. (6) The product is: [N+:3]([C:6]1[CH:15]=[C:14]2[C:9]([CH:10]=[CH:11][N:12]=[CH:13]2)=[CH:8][CH:7]=1)([O-:5])=[O:4]. Given the reactants II.[N+:3]([C:6]1[CH:15]=[C:14]2[C:9]([CH2:10][CH2:11][NH:12][CH2:13]2)=[CH:8][CH:7]=1)([O-:5])=[O:4], predict the reaction product.